Dataset: Full USPTO retrosynthesis dataset with 1.9M reactions from patents (1976-2016). Task: Predict the reactants needed to synthesize the given product. (1) Given the product [ClH:24].[NH2:8][CH:9]([C:37]([OH:39])=[O:38])[CH2:10][CH2:11][CH2:12][CH2:13][NH:14][S:15]([C:18]1[C:19]([OH:36])=[C:20]([NH:25][C:26]([NH:28][C:29]2[CH:34]=[CH:33][CH:32]=[CH:31][C:30]=2[Cl:35])=[O:27])[CH:21]=[CH:22][C:23]=1[Cl:24])(=[O:17])=[O:16], predict the reactants needed to synthesize it. The reactants are: C(OC([NH:8][CH:9]([C:37]([OH:39])=[O:38])[CH2:10][CH2:11][CH2:12][CH2:13][NH:14][S:15]([C:18]1[C:19]([OH:36])=[C:20]([NH:25][C:26]([NH:28][C:29]2[CH:34]=[CH:33][CH:32]=[CH:31][C:30]=2[Cl:35])=[O:27])[CH:21]=[CH:22][C:23]=1[Cl:24])(=[O:17])=[O:16])=O)(C)(C)C. (2) Given the product [Cl:2][C:3]1[CH:8]=[CH:7][C:6]([C:9]2[S:13][C:12]([NH:14][C:38]([NH:37][CH2:35][CH3:36])=[O:39])=[N:11][C:10]=2[CH3:15])=[CH:5][C:4]=1[S:16]([N:19]1[CH2:24][CH2:23][N:22]([CH3:25])[CH2:21][CH2:20]1)(=[O:17])=[O:18], predict the reactants needed to synthesize it. The reactants are: Br.[Cl:2][C:3]1[CH:8]=[CH:7][C:6]([C:9]2[S:13][C:12]([NH2:14])=[N:11][C:10]=2[CH3:15])=[CH:5][C:4]=1[S:16]([N:19]1[CH2:24][CH2:23][N:22]([CH3:25])[CH2:21][CH2:20]1)(=[O:18])=[O:17].CCN(C(C)C)C(C)C.[CH2:35]([N:37]=[C:38]=[O:39])[CH3:36]. (3) Given the product [CH:14]([C:6]1[C:5]([C:3]2[CH2:2][S:19][C:18](=[NH:17])[N:20]=2)=[C:9]2[CH:10]=[CH:11][CH:12]=[CH:13][N:8]2[N:7]=1)([CH3:16])[CH3:15], predict the reactants needed to synthesize it. The reactants are: Cl[CH2:2][C:3]([C:5]1[C:6]([CH:14]([CH3:16])[CH3:15])=[N:7][N:8]2[CH:13]=[CH:12][CH:11]=[CH:10][C:9]=12)=O.[NH2:17][C:18]([NH2:20])=[S:19].[H-].[Na+].O. (4) Given the product [Cl:66][C:67]1[CH:68]=[CH:69][C:70]([F:80])=[C:71]([C:73]2[CH:78]=[C:77]([NH:79][C:48]3[C:49]4[C:50](=[CH:54][N:55]([CH2:57][C:58]5[CH:63]=[CH:62][C:61]([O:64][CH3:65])=[CH:60][CH:59]=5)[N:56]=4)[N:51]=[CH:52][CH:53]=3)[CH:76]=[CH:75][N:74]=2)[CH:72]=1, predict the reactants needed to synthesize it. The reactants are: C1C=CC(P(C2C=CC3C(=CC=CC=3)C=2C2C3C(=CC=CC=3)C=CC=2P(C2C=CC=CC=2)C2C=CC=CC=2)C2C=CC=CC=2)=CC=1.I[C:48]1[C:49]2[C:50](=[CH:54][N:55]([CH2:57][C:58]3[CH:63]=[CH:62][C:61]([O:64][CH3:65])=[CH:60][CH:59]=3)[N:56]=2)[N:51]=[CH:52][CH:53]=1.[Cl:66][C:67]1[CH:68]=[CH:69][C:70]([F:80])=[C:71]([C:73]2[CH:78]=[C:77]([NH2:79])[CH:76]=[CH:75][N:74]=2)[CH:72]=1.CC([O-])(C)C.[Na+]. (5) The reactants are: Br[CH2:2][C:3]1[N:4]=[C:5]([C:8](=[O:10])[CH3:9])[S:6][CH:7]=1.[C:11]([OH:14])(=[O:13])[CH3:12].C([O-])(=O)C.[K+]. Given the product [C:8]([C:5]1[S:6][CH:7]=[C:3]([CH2:2][O:14][C:11](=[O:13])[CH3:12])[N:4]=1)(=[O:10])[CH3:9], predict the reactants needed to synthesize it. (6) Given the product [F:1][C:2]1[CH:7]=[CH:6][C:5]([C:8]2[C:17]3[C:12](=[CH:13][C:14]([S:18]([C:19]4[S:20][C:21]([C@:24]([OH:31])([C:27]([F:29])([F:30])[F:28])[CH2:25][CH3:26])=[CH:22][N:23]=4)(=[O:34])=[O:33])=[CH:15][CH:16]=3)[O:11][C:10](=[O:32])[CH:9]=2)=[CH:4][CH:3]=1, predict the reactants needed to synthesize it. The reactants are: [F:1][C:2]1[CH:7]=[CH:6][C:5]([C:8]2[C:17]3[C:12](=[CH:13][C:14]([S:18][C:19]4[S:20][C:21]([C@:24]([OH:31])([C:27]([F:30])([F:29])[F:28])[CH2:25][CH3:26])=[CH:22][N:23]=4)=[CH:15][CH:16]=3)[O:11][C:10](=[O:32])[CH:9]=2)=[CH:4][CH:3]=1.[OH2:33].[OH2:34].O.O.O.O.C(O[O-])(=O)C1C(=CC=CC=1)C([O-])=O.[Mg+2]. (7) Given the product [C:6]([O:9][CH2:10][C:11]1[CH:16]=[CH:15][CH:14]=[C:13](/[CH:17]=[CH:12]/[CH2:11][CH2:10][O:9][CH:6]2[CH2:5][CH2:4][CH2:3][CH2:2][O:8]2)[C:12]=1[Br:19])(=[O:8])[CH3:7], predict the reactants needed to synthesize it. The reactants are: [Li][CH2:2][CH2:3][CH2:4][CH3:5].[C:6]([O:9][CH2:10][C:11]1[CH:16]=[CH:15][CH:14]=[C:13]([CH:17]=O)[C:12]=1[Br:19])(=[O:8])[CH3:7].